Predict the reaction yield, written as a fraction of the theoretical maximum amount of product (1.0 means a 100% yield; for example, 0.34 means a 34% yield). From a dataset of Reaction yield outcomes from USPTO patents with 853,638 reactions. (1) The reactants are [CH2:1]([N:3]([C:13]1[CH:18]=[CH:17][C:16]([N+:19]([O-])=O)=[CH:15][CH:14]=1)[C@H:4]1[CH2:8][CH2:7][N:6]([CH2:9][CH2:10][O:11][CH3:12])[CH2:5]1)[CH3:2].[NH4+].[Cl-]. The catalyst is C1COCC1.O.[Fe]. The product is [CH2:1]([N:3]([C@H:4]1[CH2:8][CH2:7][N:6]([CH2:9][CH2:10][O:11][CH3:12])[CH2:5]1)[C:13]1[CH:18]=[CH:17][C:16]([NH2:19])=[CH:15][CH:14]=1)[CH3:2]. The yield is 0.810. (2) The yield is 0.420. The catalyst is C(Cl)Cl. The product is [N:1]1[C:10]2[C:5](=[CH:6][C:7]([CH2:11][CH2:12][CH:13]=[O:14])=[CH:8][CH:9]=2)[CH:4]=[CH:3][CH:2]=1. The reactants are [N:1]1[C:10]2[C:5](=[CH:6][C:7]([CH2:11][CH2:12][CH2:13][OH:14])=[CH:8][CH:9]=2)[CH:4]=[CH:3][CH:2]=1.CC(OI1(OC(C)=O)(OC(C)=O)OC(=O)C2C=CC=CC1=2)=O.[OH-].[Na+].CCCCCC. (3) The reactants are CN(C)/[CH:3]=[C:4](\[F:16])/[C:5]([C:7]1[N:11]([CH:12]([CH3:14])[CH3:13])[C:10]([CH3:15])=[N:9][CH:8]=1)=O.Cl.[NH2:19][C:20]([NH2:22])=[NH:21].C[O-].[Na+]. The catalyst is C(O)CCC. The product is [F:16][C:4]1[C:5]([C:7]2[N:11]([CH:12]([CH3:13])[CH3:14])[C:10]([CH3:15])=[N:9][CH:8]=2)=[N:21][C:20]([NH2:22])=[N:19][CH:3]=1. The yield is 0.710. (4) The reactants are Cl[CH2:2][CH2:3][CH:4]1[CH2:12][CH2:11][CH2:10][C:9]2[N:8]([C:13]3[CH:18]=[CH:17][C:16]([Cl:19])=[C:15]([Cl:20])[CH:14]=3)[N:7]=[CH:6][C:5]1=2.C([O-])([O-])=O.[K+].[K+].[C:27]1([CH:33]2[CH2:38][CH2:37][NH:36][CH2:35][CH2:34]2)[CH:32]=[CH:31][CH:30]=[CH:29][CH:28]=1. The catalyst is CN(C=O)C.C(OCC)(=O)C. The product is [Cl:20][C:15]1[CH:14]=[C:13]([N:8]2[C:9]3[CH2:10][CH2:11][CH2:12][CH:4]([CH2:3][CH2:2][N:36]4[CH2:37][CH2:38][CH:33]([C:27]5[CH:32]=[CH:31][CH:30]=[CH:29][CH:28]=5)[CH2:34][CH2:35]4)[C:5]=3[CH:6]=[N:7]2)[CH:18]=[CH:17][C:16]=1[Cl:19]. The yield is 0.450.